From a dataset of Full USPTO retrosynthesis dataset with 1.9M reactions from patents (1976-2016). Predict the reactants needed to synthesize the given product. (1) Given the product [Cl:1][C:2]1[CH:25]=[CH:24][C:5]([CH2:6][NH:7][C:8](=[S:35])[CH2:9][CH2:10][C:11]2[CH:16]=[CH:15][C:14]([O:17][CH3:18])=[C:13]([O:19][CH2:20][C:21]#[CH:22])[CH:12]=2)=[CH:4][CH:3]=1, predict the reactants needed to synthesize it. The reactants are: [Cl:1][C:2]1[CH:25]=[CH:24][C:5]([CH2:6][NH:7][C:8](=O)[CH2:9][CH2:10][C:11]2[CH:16]=[CH:15][C:14]([O:17][CH3:18])=[C:13]([O:19][CH2:20][C:21]#[CH:22])[CH:12]=2)=[CH:4][CH:3]=1.COC1C=CC(P2(SP(C3C=CC(OC)=CC=3)(=S)S2)=[S:35])=CC=1. (2) Given the product [CH2:17]([C:3]1([CH2:1][CH3:2])[C:8]2[CH:9]=[C:10]([N+:13]([O-:15])=[O:14])[CH:11]=[CH:12][C:7]=2[N:6]([CH3:21])[C:5](=[O:16])[O:4]1)[CH3:18], predict the reactants needed to synthesize it. The reactants are: [CH2:1]([C:3]1([CH2:17][CH3:18])[C:8]2[CH:9]=[C:10]([N+:13]([O-:15])=[O:14])[CH:11]=[CH:12][C:7]=2[NH:6][C:5](=[O:16])[O:4]1)[CH3:2].[H-].[Na+].[CH3:21]I. (3) Given the product [F:23][C:20]([F:21])([F:22])[S:17]([NH:16][C:13]([C:11]1[S:12][C:8]([C:5]2[CH:4]=[CH:3][C:2]([NH:1][C:34]([NH:33][C:26]3[C:27]([F:32])=[CH:28][C:29]([F:31])=[CH:30][C:25]=3[F:24])=[O:35])=[CH:7][CH:6]=2)=[CH:9][N:10]=1)([CH3:14])[CH3:15])(=[O:19])=[O:18], predict the reactants needed to synthesize it. The reactants are: [NH2:1][C:2]1[CH:7]=[CH:6][C:5]([C:8]2[S:12][C:11]([C:13]([NH:16][S:17]([C:20]([F:23])([F:22])[F:21])(=[O:19])=[O:18])([CH3:15])[CH3:14])=[N:10][CH:9]=2)=[CH:4][CH:3]=1.[F:24][C:25]1[CH:30]=[C:29]([F:31])[CH:28]=[C:27]([F:32])[C:26]=1[N:33]=[C:34]=[O:35]. (4) Given the product [CH:11]1([C:14]2[C:22]3[C:17](=[CH:18][C:19](/[CH:23]=[C:3]4/[C:2](=[O:10])[NH:1][C:9]5[C:4]/4=[CH:5][CH:6]=[CH:7][CH:8]=5)=[CH:20][CH:21]=3)[N:16]([CH2:25][O:26][CH2:27][CH2:28][Si:29]([CH3:30])([CH3:32])[CH3:31])[N:15]=2)[CH2:12][CH2:13]1, predict the reactants needed to synthesize it. The reactants are: [NH:1]1[C:9]2[C:4](=[CH:5][CH:6]=[CH:7][CH:8]=2)[CH2:3][C:2]1=[O:10].[CH:11]1([C:14]2[C:22]3[C:17](=[CH:18][C:19]([CH:23]=O)=[CH:20][CH:21]=3)[N:16]([CH2:25][O:26][CH2:27][CH2:28][Si:29]([CH3:32])([CH3:31])[CH3:30])[N:15]=2)[CH2:13][CH2:12]1. (5) Given the product [CH3:21][N:15]([C:12]1[CH:11]=[CH:10][C:9]([B:4]2[O:3][C:2]([CH3:20])([CH3:1])[C:6]([CH3:7])([CH3:8])[O:5]2)=[CH:14][CH:13]=1)[S:16]([CH3:19])(=[O:18])=[O:17], predict the reactants needed to synthesize it. The reactants are: [CH3:1][C:2]1([CH3:20])[C:6]([CH3:8])([CH3:7])[O:5][B:4]([C:9]2[CH:14]=[CH:13][C:12]([NH:15][S:16]([CH3:19])(=[O:18])=[O:17])=[CH:11][CH:10]=2)[O:3]1.[C:21](=O)([O-])[O-].[K+].[K+].CI. (6) Given the product [Cl:1][C:2]1[CH:10]=[C:9]([CH3:11])[C:8]([CH2:12][NH:13][C:14](=[O:18])[CH:15]([CH3:17])[CH3:16])=[CH:7][C:3]=1[C:4]([NH:24][C:25]1[NH:26][CH:27]=[CH:28][N:29]=1)=[O:6], predict the reactants needed to synthesize it. The reactants are: [Cl:1][C:2]1[CH:10]=[C:9]([CH3:11])[C:8]([CH2:12][NH:13][C:14](=[O:18])[CH:15]([CH3:17])[CH3:16])=[CH:7][C:3]=1[C:4]([OH:6])=O.S(O)(O)(=O)=O.[NH2:24][C:25]1[NH:26][CH:27]=[CH:28][N:29]=1.CCN(C(C)C)C(C)C.F[P-](F)(F)(F)(F)F.N1(O[P+](N(C)C)(N(C)C)N(C)C)C2C=CC=CC=2N=N1. (7) Given the product [Cl:4][C:5]1[CH:6]=[C:7]([CH:32]2[CH:31]([C:34]([O:36][CH2:37][CH3:38])=[O:35])[CH2:30][CH2:29][N:28]([CH3:27])[CH2:33]2)[CH:8]=[CH:9][C:10]=1[Cl:11], predict the reactants needed to synthesize it. The reactants are: [Mg].II.[Cl:4][C:5]1[CH:6]=[C:7](Br)[CH:8]=[CH:9][C:10]=1[Cl:11].ClC1C=C(Br)C=CC=1Cl.C(OCC)C.[CH3:27][N:28]1[CH2:33][CH:32]=[C:31]([C:34]([O:36][CH2:37][CH3:38])=[O:35])[CH2:30][CH2:29]1. (8) Given the product [Br:1][C:2]1[CH:3]=[C:4]([C:8]2[C:12]([C:13](=[O:15])[CH2:14][Br:21])=[C:11]([CH3:16])[O:10][N:9]=2)[CH:5]=[CH:6][CH:7]=1, predict the reactants needed to synthesize it. The reactants are: [Br:1][C:2]1[CH:3]=[C:4]([C:8]2[C:12]([C:13](=[O:15])[CH3:14])=[C:11]([CH3:16])[O:10][N:9]=2)[CH:5]=[CH:6][CH:7]=1.CC(O)=O.[Br:21]Br.O. (9) The reactants are: [CH3:1][C:2]1[N:3]=[CH:4][C:5]([C:8]([OH:10])=[O:9])=[N:6][CH:7]=1.[CH2:11](O)[CH3:12]. Given the product [CH3:1][C:2]1[N:3]=[CH:4][C:5]([C:8]([O:10][CH2:11][CH3:12])=[O:9])=[N:6][CH:7]=1, predict the reactants needed to synthesize it.